Predict the product of the given reaction. From a dataset of Forward reaction prediction with 1.9M reactions from USPTO patents (1976-2016). (1) Given the reactants [OH:1][C:2]1[CH:3]=[C:4]([CH:7]=[CH:8][CH:9]=1)[CH:5]=[O:6].Br[CH2:11][CH2:12][O:13][CH3:14].C([O-])([O-])=O.[Cs+].[Cs+], predict the reaction product. The product is: [CH3:14][O:13][CH2:12][CH2:11][O:1][C:2]1[CH:3]=[C:4]([CH:7]=[CH:8][CH:9]=1)[CH:5]=[O:6]. (2) Given the reactants Br[C:2]1[CH:3]=[C:4]([NH:8][C@H:9]([C:12]2[CH:17]=[CH:16][CH:15]=[CH:14][CH:13]=2)[CH2:10][OH:11])[CH:5]=[N:6][CH:7]=1.[F:18][C:19]1([F:38])[C:27]2[C:22](=[CH:23][CH:24]=[C:25](B3OC(C)(C)C(C)(C)O3)[CH:26]=2)[NH:21][C:20]1=[O:37].C(=O)([O-])[O-].[K+].[K+], predict the reaction product. The product is: [F:38][C:19]1([F:18])[C:27]2[C:22](=[CH:23][CH:24]=[C:25]([C:2]3[CH:7]=[N:6][CH:5]=[C:4]([NH:8][C@H:9]([C:12]4[CH:17]=[CH:16][CH:15]=[CH:14][CH:13]=4)[CH2:10][OH:11])[CH:3]=3)[CH:26]=2)[NH:21][C:20]1=[O:37]. (3) Given the reactants [CH3:1][O:2][C:3]1[CH:56]=[CH:55][CH:54]=[CH:53][C:4]=1[CH2:5][O:6][CH2:7][CH2:8][CH2:9][O:10][C:11]1[CH:16]=[CH:15][C:14]([CH:17]2[CH2:22][CH2:21][N:20]([C:23]([O:25][C:26]([CH3:29])([CH3:28])[CH3:27])=[O:24])[CH2:19][CH:18]2[O:30][CH2:31][CH2:32][O:33][C:34]2[CH:39]=[CH:38][CH:37]=[CH:36][C:35]=2[CH2:40][CH2:41]OS(C2C=CC(C)=CC=2)(=O)=O)=[CH:13][CH:12]=1.[NH:57]1[CH:61]=[CH:60][N:59]=[CH:58]1, predict the reaction product. The product is: [N:57]1([CH2:41][CH2:40][C:35]2[CH:36]=[CH:37][CH:38]=[CH:39][C:34]=2[O:33][CH2:32][CH2:31][O:30][CH:18]2[CH:17]([C:14]3[CH:13]=[CH:12][C:11]([O:10][CH2:9][CH2:8][CH2:7][O:6][CH2:5][C:4]4[CH:53]=[CH:54][CH:55]=[CH:56][C:3]=4[O:2][CH3:1])=[CH:16][CH:15]=3)[CH2:22][CH2:21][N:20]([C:23]([O:25][C:26]([CH3:28])([CH3:27])[CH3:29])=[O:24])[CH2:19]2)[CH:61]=[CH:60][N:59]=[CH:58]1.